Dataset: Peptide-MHC class II binding affinity with 134,281 pairs from IEDB. Task: Regression. Given a peptide amino acid sequence and an MHC pseudo amino acid sequence, predict their binding affinity value. This is MHC class II binding data. (1) The peptide sequence is GCGSCFEIKCTKPEA. The MHC is HLA-DPA10103-DPB10401 with pseudo-sequence HLA-DPA10103-DPB10401. The binding affinity (normalized) is 0.105. (2) The peptide sequence is NYNCKILPNTLVLDF. The MHC is HLA-DQA10101-DQB10501 with pseudo-sequence HLA-DQA10101-DQB10501. The binding affinity (normalized) is 0.337. (3) The peptide sequence is SDSWLKDSAIMVASD. The MHC is DRB1_0701 with pseudo-sequence DRB1_0701. The binding affinity (normalized) is 0.460. (4) The peptide sequence is QIGNRPGPSRGVQGF. The MHC is DRB1_1101 with pseudo-sequence DRB1_1101. The binding affinity (normalized) is 0.339. (5) The binding affinity (normalized) is 0. The peptide sequence is GVTYEIDLTNKN. The MHC is DRB1_0101 with pseudo-sequence DRB1_0101. (6) The peptide sequence is SLYNTVATLYCVHQRIDV. The MHC is DRB1_1101 with pseudo-sequence DRB1_1101. The binding affinity (normalized) is 0.165.